Predict the reactants needed to synthesize the given product. From a dataset of Full USPTO retrosynthesis dataset with 1.9M reactions from patents (1976-2016). (1) Given the product [Cl:13][C:9]1[CH:8]=[C:7]([C:6]2[C:2]3[S:25][C:24]([NH:23][C:15](=[O:22])[C:16]4[CH:17]=[CH:18][CH:19]=[CH:20][CH:21]=4)=[N:14][C:3]=3[NH:4][N:5]=2)[CH:12]=[CH:11][CH:10]=1, predict the reactants needed to synthesize it. The reactants are: Br[C:2]1[C:6]([C:7]2[CH:12]=[CH:11][CH:10]=[C:9]([Cl:13])[CH:8]=2)=[N:5][NH:4][C:3]=1[NH2:14].[C:15]([N:23]=[C:24]=[S:25])(=[O:22])[C:16]1[CH:21]=[CH:20][CH:19]=[CH:18][CH:17]=1. (2) Given the product [Br-:6].[CH3:10][C:9]([CH3:12])([CH3:11])[C:8](=[O:13])[CH2:7][S+:1]1[CH2:5][CH2:4][CH2:3][CH2:2]1, predict the reactants needed to synthesize it. The reactants are: [S:1]1[CH2:5][CH2:4][CH2:3][CH2:2]1.[Br:6][CH2:7][C:8](=[O:13])[C:9]([CH3:12])([CH3:11])[CH3:10].